This data is from Full USPTO retrosynthesis dataset with 1.9M reactions from patents (1976-2016). The task is: Predict the reactants needed to synthesize the given product. (1) Given the product [CH3:1][O:2][C:3](=[O:9])[C:4]([CH3:8])([CH3:7])[CH2:5][O:6][CH:11]1[CH2:12][CH2:13][CH2:14][CH2:15][O:10]1, predict the reactants needed to synthesize it. The reactants are: [CH3:1][O:2][C:3](=[O:9])[C:4]([CH3:8])([CH3:7])[CH2:5][OH:6].[O:10]1[CH:15]=[CH:14][CH2:13][CH2:12][CH2:11]1.S(=O)(=O)(O)O. (2) The reactants are: [F:1][C:2]([F:15])([F:14])[CH2:3][O:4][C:5]1[N:10]=[C:9]([C:11]([OH:13])=[O:12])[CH:8]=[CH:7][CH:6]=1.CI.[C:18](=O)([O-])[O-].[K+].[K+].O. Given the product [F:15][C:2]([F:1])([F:14])[CH2:3][O:4][C:5]1[N:10]=[C:9]([C:11]([O:13][CH3:18])=[O:12])[CH:8]=[CH:7][CH:6]=1, predict the reactants needed to synthesize it. (3) Given the product [F:48][C:45]([F:46])([F:47])[C:43]1[CH:44]=[C:39]([CH:40]=[C:41]([C:49]([F:51])([F:52])[F:50])[CH:42]=1)[CH2:38][N:20]([CH2:19][C:11]1[NH:10][C:9](=[O:8])[C:18]2[C:13]([CH:12]=1)=[CH:14][CH:15]=[CH:16][CH:17]=2)[C:21]1[N:26]=[CH:25][C:24]([N:27]2[CH2:28][CH2:29][CH:30]([C:33]([O:35][CH2:36][CH3:37])=[O:34])[CH2:31][CH2:32]2)=[CH:23][N:22]=1, predict the reactants needed to synthesize it. The reactants are: C([O:8][C:9]1[C:18]2[C:13](=[CH:14][CH:15]=[CH:16][CH:17]=2)[CH:12]=[C:11]([CH2:19][N:20]([CH2:38][C:39]2[CH:44]=[C:43]([C:45]([F:48])([F:47])[F:46])[CH:42]=[C:41]([C:49]([F:52])([F:51])[F:50])[CH:40]=2)[C:21]2[N:26]=[CH:25][C:24]([N:27]3[CH2:32][CH2:31][CH:30]([C:33]([O:35][CH2:36][CH3:37])=[O:34])[CH2:29][CH2:28]3)=[CH:23][N:22]=2)[N:10]=1)C1C=CC=CC=1. (4) Given the product [C:3]([OH:9])(=[O:10])[CH2:4][CH2:5][CH2:6][C:7]([OH:1])=[O:8].[NH2:2][OH:1], predict the reactants needed to synthesize it. The reactants are: [OH:1][NH2:2].[C:3]1(=[O:10])[O:9][C:7](=[O:8])[CH2:6][CH2:5][CH2:4]1. (5) The reactants are: [C:1]1([N:7]2[C:12](=[O:13])[C:11]3[S:14][CH:15]=[C:16]([C:17]4[CH:22]=[CH:21][CH:20]=[CH:19][CH:18]=4)[C:10]=3[N:9]=[CH:8]2)[CH:6]=[CH:5][CH:4]=[CH:3][CH:2]=1.N[C:24]1[C:28](C2C=CC=CC=2)=CS[C:25]=1C(OC)=O.C(OCC)(OCC)OCC.C(C1CCC(N)CC1)CC. Given the product [C:17]1([C:16]2[C:10]3[N:9]=[CH:8][N:7]([CH:1]4[CH2:6][CH2:5][CH:4]([CH2:25][CH2:24][CH3:28])[CH2:3][CH2:2]4)[C:12](=[O:13])[C:11]=3[S:14][CH:15]=2)[CH:18]=[CH:19][CH:20]=[CH:21][CH:22]=1, predict the reactants needed to synthesize it. (6) Given the product [F:80][C:43]1[CH:42]=[C:41]([NH:40][C:15]([C:12]2[C:13](=[O:14])[N:8]([C:5]3[CH:4]=[CH:3][C:2]([F:1])=[CH:7][CH:6]=3)[N:9]=[CH:10][CH:11]=2)=[O:17])[CH:79]=[CH:78][C:44]=1[O:45][C:46]1[CH:51]=[CH:50][N:49]=[C:48]2[N:52]([CH2:69][C:70]3[CH:71]=[CH:72][C:73]([O:76][CH3:77])=[CH:74][CH:75]=3)[N:53]=[C:54]([O:55][C@H:56]3[CH2:61][CH2:60][CH2:59][N:58]([C:62]([O:64][C:65]([CH3:67])([CH3:68])[CH3:66])=[O:63])[CH2:57]3)[C:47]=12, predict the reactants needed to synthesize it. The reactants are: [F:1][C:2]1[CH:7]=[CH:6][C:5]([N:8]2[C:13](=[O:14])[C:12]([C:15]([OH:17])=O)=[CH:11][CH:10]=[N:9]2)=[CH:4][CH:3]=1.CCN=C=NCCCN(C)C.C1C=CC2N(O)N=NC=2C=1.O.[NH2:40][C:41]1[CH:79]=[CH:78][C:44]([O:45][C:46]2[CH:51]=[CH:50][N:49]=[C:48]3[N:52]([CH2:69][C:70]4[CH:75]=[CH:74][C:73]([O:76][CH3:77])=[CH:72][CH:71]=4)[N:53]=[C:54]([O:55][C@H:56]4[CH2:61][CH2:60][CH2:59][N:58]([C:62]([O:64][C:65]([CH3:68])([CH3:67])[CH3:66])=[O:63])[CH2:57]4)[C:47]=23)=[C:43]([F:80])[CH:42]=1.CCN(CC)CC. (7) Given the product [CH3:9][O:10][C:11](=[O:41])/[C:12](/[NH:13][C:14](=[O:34])[C:15]1[C:20]([CH3:21])=[CH:19][C:18]([C:22]([NH:24][CH2:25][C:26]2[CH:31]=[CH:30][CH:29]=[C:28]([OH:32])[CH:27]=2)=[O:23])=[CH:17][C:16]=1[Cl:33])=[CH:52]/[C:44]1[CH:43]=[N:42][C:51]2[C:46]([CH:45]=1)=[CH:47][CH:48]=[CH:49][CH:50]=2, predict the reactants needed to synthesize it. The reactants are: CN(C)C(N(C)C)=N.[CH3:9][O:10][C:11](=[O:41])[CH:12](P(OC)(OC)=O)[NH:13][C:14](=[O:34])[C:15]1[C:20]([CH3:21])=[CH:19][C:18]([C:22]([NH:24][CH2:25][C:26]2[CH:31]=[CH:30][CH:29]=[C:28]([OH:32])[CH:27]=2)=[O:23])=[CH:17][C:16]=1[Cl:33].[N:42]1[C:51]2[C:46](=[CH:47][CH:48]=[CH:49][CH:50]=2)[CH:45]=[C:44]([CH:52]=O)[CH:43]=1. (8) Given the product [CH2:26]([O:33][C:34](=[O:35])[NH:15][CH2:14][CH:11]1[CH2:10][CH2:9][CH:8]([NH2:7])[CH2:13][CH2:12]1)[C:27]1[CH:32]=[CH:31][CH:30]=[CH:29][CH:28]=1, predict the reactants needed to synthesize it. The reactants are: C(OC(=O)[NH:7][CH:8]1[CH2:13][CH2:12][CH:11]([CH2:14][NH2:15])[CH2:10][CH2:9]1)(C)(C)C.C(N(CC)C(C)C)(C)C.[CH2:26]([O:33][C:34](Cl)=[O:35])[C:27]1[CH:32]=[CH:31][CH:30]=[CH:29][CH:28]=1.C(O)(C(F)(F)F)=O.